This data is from Full USPTO retrosynthesis dataset with 1.9M reactions from patents (1976-2016). The task is: Predict the reactants needed to synthesize the given product. Given the product [CH:28]1([NH:31][C:32]([C@@H:34]2[CH2:39][CH2:38][CH2:37][N:36]([C:24]([C:23]3[CH:22]=[C:21]([CH3:27])[NH:20][C:19]=3/[CH:18]=[C:10]3\[C:11](=[O:17])[NH:12][C:13]4[C:9]\3=[C:8]([C:4]3[CH:5]=[CH:6][CH:7]=[C:2]([F:1])[CH:3]=3)[CH:16]=[CH:15][CH:14]=4)=[O:25])[CH2:35]2)=[O:33])[CH2:30][CH2:29]1, predict the reactants needed to synthesize it. The reactants are: [F:1][C:2]1[CH:3]=[C:4]([C:8]2[CH:16]=[CH:15][CH:14]=[C:13]3[C:9]=2/[C:10](=[CH:18]/[C:19]2[NH:20][C:21]([CH3:27])=[CH:22][C:23]=2[C:24](O)=[O:25])/[C:11](=[O:17])[NH:12]3)[CH:5]=[CH:6][CH:7]=1.[CH:28]1([NH:31][C:32]([C@@H:34]2[CH2:39][CH2:38][CH2:37][NH:36][CH2:35]2)=[O:33])[CH2:30][CH2:29]1.C1C=CC2N(O)N=NC=2C=1.C(Cl)CCl.